Predict which catalyst facilitates the given reaction. From a dataset of Catalyst prediction with 721,799 reactions and 888 catalyst types from USPTO. (1) Reactant: [F:1][C:2]1[CH:3]=[C:4]([C:8]2[CH:9]=[CH:10][C:11]3[NH:16][C:15](=O)[O:14][CH:13]([CH3:18])[C:12]=3[CH:19]=2)[CH:5]=[CH:6][CH:7]=1.COC1C=CC(P2(SP(C3C=CC(OC)=CC=3)(=S)S2)=[S:29])=CC=1. Product: [F:1][C:2]1[CH:3]=[C:4]([C:8]2[CH:9]=[CH:10][C:11]3[NH:16][C:15](=[S:29])[O:14][CH:13]([CH3:18])[C:12]=3[CH:19]=2)[CH:5]=[CH:6][CH:7]=1. The catalyst class is: 11. (2) Reactant: [Br:1][C:2]1[CH:3]=[CH:4][C:5]([C:8]([N:10]([CH3:12])[CH3:11])=[O:9])=[N:6][CH:7]=1.[OH:13]O. Product: [Br:1][C:2]1[CH:7]=[N+:6]([O-:13])[C:5]([C:8]([N:10]([CH3:12])[CH3:11])=[O:9])=[CH:4][CH:3]=1. The catalyst class is: 52. (3) Reactant: [Br:1][C:2]1[CH:7]=[CH:6][C:5]([C:8](=[O:14])[CH:9]=[CH:10][N:11](C)C)=[CH:4][CH:3]=1.Cl.NO. Product: [Br:1][C:2]1[CH:7]=[CH:6][C:5]([C:8]2[O:14][N:11]=[CH:10][CH:9]=2)=[CH:4][CH:3]=1. The catalyst class is: 5. (4) Reactant: [CH3:1][O:2][N:3]=[C:4]([CH2:7][C:8]1[C:13]([Cl:14])=[CH:12][C:11]([Cl:15])=[CH:10][C:9]=1[Cl:16])[CH2:5]O.C(N(S(F)(F)[F:23])CC)C. Product: [CH3:1][O:2][N:3]=[C:4]([CH2:7][C:8]1[C:13]([Cl:14])=[CH:12][C:11]([Cl:15])=[CH:10][C:9]=1[Cl:16])[CH2:5][F:23]. The catalyst class is: 4. (5) Reactant: [Cl:1][C:2]1[CH:7]=[CH:6][C:5](B(O)O)=[CH:4][N:3]=1.[C:11]1(=[O:16])[CH2:15][CH2:14][CH:13]=[CH:12]1.C(N(CC)CC)C. Product: [Cl:1][C:2]1[N:3]=[CH:4][C:5]([C@@H:13]2[CH2:14][CH2:15][C:11](=[O:16])[CH2:12]2)=[CH:6][CH:7]=1. The catalyst class is: 38. (6) Reactant: [Cl:1][C:2]1[CH:3]=[CH:4][C:5]([O:12][C:13]([F:16])([F:15])[F:14])=[C:6]([S:8](Cl)(=[O:10])=[O:9])[CH:7]=1.[CH3:17][O:18][C:19]1[CH:24]=[CH:23][C:22]([C:25]2[CH:26]=[C:27]([NH2:31])[CH:28]=[N:29][CH:30]=2)=[CH:21][CH:20]=1. Product: [Cl:1][C:2]1[CH:3]=[CH:4][C:5]([O:12][C:13]([F:16])([F:15])[F:14])=[C:6]([S:8]([NH:31][C:27]2[CH:28]=[N:29][CH:30]=[C:25]([C:22]3[CH:21]=[CH:20][C:19]([O:18][CH3:17])=[CH:24][CH:23]=3)[CH:26]=2)(=[O:10])=[O:9])[CH:7]=1. The catalyst class is: 377.